This data is from Full USPTO retrosynthesis dataset with 1.9M reactions from patents (1976-2016). The task is: Predict the reactants needed to synthesize the given product. (1) The reactants are: [CH2:1]([O:3][C:4]1[N+:5]([O-])=[CH:6][C:7]2[C:12]([CH:13]=1)=[CH:11][CH:10]=[CH:9][CH:8]=2)[CH3:2].[OH-].[Na+].O=P(Cl)(Cl)[Cl:19]. Given the product [Cl:19][C:6]1[C:7]2[C:12](=[CH:11][CH:10]=[CH:9][CH:8]=2)[CH:13]=[C:4]([O:3][CH2:1][CH3:2])[N:5]=1, predict the reactants needed to synthesize it. (2) Given the product [C:10]1([CH:25]=[CH:26][C:22]([C:16]2[CH:21]=[CH:20][CH:19]=[CH:18][CH:17]=2)=[O:27])[CH:15]=[CH:14][CH:13]=[CH:12][CH:11]=1, predict the reactants needed to synthesize it. The reactants are: N1C=CC=NN=1.[N+]([C:10]1[CH:15]=[CH:14][CH:13]=[CH:12][CH:11]=1)([O-])=O.[C:16]1([CH:22]2[CH:26]=[CH:25]SS2)[CH:21]=[CH:20][CH:19]=[CH:18][CH:17]=1.[OH-:27].[Na+].